This data is from Retrosynthesis with 50K atom-mapped reactions and 10 reaction types from USPTO. The task is: Predict the reactants needed to synthesize the given product. (1) The reactants are: CCc1nc2c(C(F)(F)F)cccn2c1-c1cccc(O)c1.COc1ccc(CN(C)S(=O)(=O)c2cccc(Br)c2)cc1. Given the product CCc1nc2c(C(F)(F)F)cccn2c1-c1cccc(Oc2cccc(S(=O)(=O)N(C)Cc3ccc(OC)cc3)c2)c1, predict the reactants needed to synthesize it. (2) Given the product C=CCNc1ccc(F)cc1, predict the reactants needed to synthesize it. The reactants are: C=CCBr.Nc1ccc(F)cc1. (3) Given the product COC(=O)C1CCCC1NCc1ccc(F)cc1, predict the reactants needed to synthesize it. The reactants are: COC(=O)C1CCCC1N.O=Cc1ccc(F)cc1. (4) Given the product CCS(=O)(=O)c1cccc(-c2cc(C(F)(F)F)c(C)c([N+](=O)[O-])c2-c2cc(C)cnc2F)c1, predict the reactants needed to synthesize it. The reactants are: CCS(=O)(=O)c1cccc(B(O)O)c1.Cc1cnc(F)c(-c2c(Cl)cc(C(F)(F)F)c(C)c2[N+](=O)[O-])c1. (5) Given the product CC(Br)C(=O)NCC(=O)OCc1ccccc1, predict the reactants needed to synthesize it. The reactants are: CC(Br)C(=O)O.NCC(=O)OCc1ccccc1. (6) Given the product CCOC(=O)N(CCBr)CCBr, predict the reactants needed to synthesize it. The reactants are: BrCCNCCBr.CCOC(=O)Cl. (7) Given the product COc1ccc(Cl)cc1-c1ncsc1NC(=O)c1cnn2cccnc12, predict the reactants needed to synthesize it. The reactants are: COc1ccc(Cl)cc1-c1nc(Br)sc1NC(=O)c1cnn2cccnc12. (8) Given the product CC(C)CC(OCc1ccc(Br)cc1)C(=O)NCC#N, predict the reactants needed to synthesize it. The reactants are: CC(C)CC(OCc1ccc(Br)cc1)C(=O)O.N#CCN.